Predict the product of the given reaction. From a dataset of Forward reaction prediction with 1.9M reactions from USPTO patents (1976-2016). Given the reactants C(=O)([O-])[O-].[K+].[K+].[C:15](O[C:15]([O:17][C:18]([CH3:21])([CH3:20])[CH3:19])=[O:16])([O:17][C:18]([CH3:21])([CH3:20])[CH3:19])=[O:16].[Cl:22][C:23]1[CH:37]=[CH:36][C:26]([C:27]([N:29]2[CH2:34][CH2:33][CH2:32][C@@H:31]([NH2:35])[CH2:30]2)=[O:28])=[CH:25][CH:24]=1, predict the reaction product. The product is: [Cl:22][C:23]1[CH:37]=[CH:36][C:26]([C:27]([N:29]2[CH2:34][CH2:33][CH2:32][C@@H:31]([NH:35][C:15]([O:17][C:18]([CH3:19])([CH3:20])[CH3:21])=[O:16])[CH2:30]2)=[O:28])=[CH:25][CH:24]=1.